From a dataset of Experimentally validated miRNA-target interactions with 360,000+ pairs, plus equal number of negative samples. Binary Classification. Given a miRNA mature sequence and a target amino acid sequence, predict their likelihood of interaction. (1) The miRNA is mmu-miR-466c-5p with sequence UGAUGUGUGUGUGCAUGUACAUAU. Result: 0 (no interaction). The protein sequence of the target gene is MNLASQSGEAGAGQLLFANFNQDNTEVKGASRAAGLGRRAVVWSLAVGSKSGYKFFSLSSVDKLEQIYECTDTEDVCIVERLFSSSLVAIVSLKAPRKLKVCHFKKGTEICNYSYSNTILAVKLNRQRLIVCLEESLYIHNIRDMKVLHTIRETPPNPAGLCALSINNDNCYLAYPGSATIGEVQVFDTINLRAANMIPAHDSPLAALAFDASGTKLATASEKGTVIRVFSIPEGQKLFEFRRGVKRCVSICSLAFSMDGMFLSASSNTETVHIFKLETVKEKPPEEPTTWTGYFGKVLM.... (2) The miRNA is hsa-miR-5583-5p with sequence AAACUAAUAUACCCAUAUUCUG. The protein sequence of the target gene is MMLIPTHHFRDIERKPEYLQPEKCAPPPFPGPAGAMWFIRDGCGIACAIVTWFLVLYAEFVVLFVMLVPSRDYAYSIINGIVFNLLAFLALASHCRAMLTDPGAVPKGNATKEFIESLQLKPGQVVYKCPKCCSIKPDRAHHCSVCKRCIRKMDHHCPWVNNCVGENNQKYFVLFTMYIALISLHALIMVGFHFLHCFEEDWTKCSSFSPPTTVILLILLCFEALLFLIFTSVMFGTQVHSICTDETGIEQLKKEERRWAKKTKWMNMKAVFGHPFSLGWASPFATPDQGKADPYQYVV. Result: 0 (no interaction). (3) The miRNA is hsa-miR-892c-3p with sequence CACUGUUUCCUUUCUGAGUGGA. The protein sequence of the target gene is MKGFKLSCTASNSNRSTPACSPILRKRSRSPTPQNQDGDTMVEKGSDHSSDKSPSTPEQGVQRSCSSQSGRSGGKNSKKSQSWYNVLSPTYKQRNEDFRKLFKQLPDTERLIVDYSCALQRDILLQGRLYLSENWICFYSNIFRWETLLTVRLKDICSMTKEKTARLIPNAIQVCTDSEKHFFTSFGARDRTYMMMFRLWQNALLEKPLCPKELWHFVHQCYGNELGLTSDDEDYVPPDDDFNTMGYCEEIPVEENEVNDSSSKSSIETKPDASPQLPKKSITNSTLTSTGSSEAPVSFD.... Result: 0 (no interaction). (4) The miRNA is hsa-miR-1283 with sequence UCUACAAAGGAAAGCGCUUUCU. The protein sequence of the target gene is MYNTVWSMDRDDADWREVMMPYSTELIFYIEMDPPALPPKPPKPMTSAVPNGMKDSSVSLQDAEWYWGDISREEVNDKLRDMPDGTFLVRDASTKMQGDYTLTLRKGGNNKLIKIYHRDGKYGFSDPLTFNSVVELINHYHHESLAQYNPKLDVKLMYPVSRYQQDQLVKEDNIDAVGKKLQEYHSQYQEKSKEYDRLYEEYTRTSQEIQMKRTAIEAFNETIKIFEEQCHTQEQHSKEYIERFRREGNEKEIERIMMNYDKLKSRLGEIHDSKMRLEQDLKNQALDNREIDKKMNSIKP.... Result: 0 (no interaction). (5) The miRNA is mmu-miR-3109-3p with sequence UAGGGCCAUCUCAUCCAGAUA. The protein sequence of the target gene is MEPKRIREGYLVKKGSVFNTWKPMWVVLLEDGIEFYKKKSDNSPKGMIPLKGSTLTSPCQDFGKRMFVLKITTTKQQDHFFQAAFLEERDAWVRDIKKAIKCIEGGQKFARKSTRRSIRLPETIDLGALYLSMKDPEKGIKELNLEKDKKVFNHCLTGSGVIDWLVSNKLVRNRQEGLMISASLLSEGYLQPAGDLSKNAADGIAENPFLDSPDAFYYFPDSGFFCEENSSDDDVILREEFRGVIIKQGCLLKQGHRRKNWKVRKFILREDPAYLHYYDPAGGEDPLGAVHLRGCVVTSV.... Result: 0 (no interaction). (6) The miRNA is hsa-miR-4524a-3p with sequence UGAGACAGGCUUAUGCUGCUAU. The protein sequence of the target gene is MAQSKRHVYSRTPSGSRMSAEASARPLRVGSRVEVIGKGHRGTVAYVGATLFATGKWVGVILDEAKGKNDGTVQGRKYFTCDEGHGIFVRQSQIQVFEDGADTTSPETPDSSASKVLKREGTDTTAKTSKLRGLKPKKAPTARKTTTRRPKPTRPASTGVAGASSSLGPSGSASAGELSSSEPSTPAQTPLAAPIIPTPVLTSPGAVPPLPSPSKEEEGLRAQVRDLEEKLETLRLKRAEDKAKLKELEKHKIQLEQVQEWKSKMQEQQADLQRRLKEARKEAKEALEAKERYMEEMADT.... Result: 0 (no interaction). (7) The miRNA is hsa-miR-5006-3p with sequence UUUCCCUUUCCAUCCUGGCAG. The protein sequence of the target gene is MTKTALLKLFVAIVITFILILPEYFKTPKERTLELSCLEVCLQSNFTYSLSSLNFSFVTFLQPVRETQIIMRIFLNPSNFRNFTRTCQDITGEFKMCSSCLVCESKGNMDFISQEQTSKVLIRRGSMEVKANDFHSPCQHFNFSVAPLVDHLEEYNTTCHLKNHTGRSTIMEDEPSKEKSINYTCRIMEYPNDCIHISLHLEMDIKNITCSMKITWYILVLLVFIFLIILTIRKILEGQRRVQKWQSHRDKPTSVLLRGSDSEKLRALNVQVLSAETTQRLPLDQVQEVLPPIPEL. Result: 1 (interaction).